Predict the reaction yield, written as a fraction of the theoretical maximum amount of product (1.0 means a 100% yield; for example, 0.34 means a 34% yield). From a dataset of Reaction yield outcomes from USPTO patents with 853,638 reactions. (1) The reactants are [CH3:1][C:2]([CH3:20])([CH2:8][O:9][Si:10]([CH:17]([CH3:19])[CH3:18])([CH:14]([CH3:16])[CH3:15])[CH:11]([CH3:13])[CH3:12])[C:3](=O)[CH2:4][C:5]#[N:6].[OH-:21].[Na+].S(O)(O)(=O)=O.[NH2:28]O. The yield is 0.180. The product is [CH3:1][C:2]([C:3]1[CH:4]=[C:5]([NH2:6])[O:21][N:28]=1)([CH3:20])[CH2:8][O:9][Si:10]([CH:17]([CH3:19])[CH3:18])([CH:14]([CH3:16])[CH3:15])[CH:11]([CH3:13])[CH3:12]. The catalyst is O. (2) The reactants are [NH2:1][C:2]1[C:3]([C:9](N)=[O:10])=[N:4][CH:5]=[C:6]([Br:8])[CH:7]=1.O.C(=O)([O-])[OH:14].[Na+]. The catalyst is Cl. The product is [NH2:1][C:2]1[C:3]([C:9]([OH:10])=[O:14])=[N:4][CH:5]=[C:6]([Br:8])[CH:7]=1. The yield is 0.550.